Dataset: Catalyst prediction with 721,799 reactions and 888 catalyst types from USPTO. Task: Predict which catalyst facilitates the given reaction. (1) Reactant: C([O:3][C:4]([C:6]1[C:7]([C:13]2[C:14]([C:19]3[CH:24]=[CH:23][CH:22]=[CH:21][C:20]=3[O:25][CH2:26][C:27]3[CH:32]=[CH:31][CH:30]=[CH:29][CH:28]=3)=[CH:15][CH:16]=[CH:17][CH:18]=2)=[CH:8][CH:9]=[C:10]([Cl:12])[CH:11]=1)=[O:5])C.[OH-].[Na+]. Product: [CH2:26]([O:25][C:20]1[CH:21]=[CH:22][CH:23]=[CH:24][C:19]=1[C:14]1[C:13]([C:7]2[C:6]([C:4]([OH:5])=[O:3])=[CH:11][C:10]([Cl:12])=[CH:9][CH:8]=2)=[CH:18][CH:17]=[CH:16][CH:15]=1)[C:27]1[CH:32]=[CH:31][CH:30]=[CH:29][CH:28]=1. The catalyst class is: 40. (2) Reactant: C[O:2][C:3]([C:5]1[CH:6]=[C:7]2[C:12](=[CH:13][CH:14]=1)[N:11]=[CH:10][CH:9]=[CH:8]2)=O.[H-].[H-].[H-].[H-].[Li+].[Al+3].CC(C)=O.[O-]S([O-])(=O)=O.[Mg+2]. Product: [N:11]1[C:12]2[C:7](=[CH:6][C:5]([CH2:3][OH:2])=[CH:14][CH:13]=2)[CH:8]=[CH:9][CH:10]=1. The catalyst class is: 1. (3) Reactant: [Cl:1][C:2]1[C:3](Cl)=[N:4][C:5]([CH2:13][N:14]2[CH2:18][CH2:17][CH2:16][C:15]2=[O:19])=[C:6]([CH:12]=1)[C:7]([O:9][CH2:10][CH3:11])=[O:8].[C:21]([OH:27])([C:23](F)(F)F)=[O:22]. Product: [Cl:1][C:2]1[C:3]([N:4]2[CH2:5][CH2:6][CH:23]([C:21]([OH:27])=[O:22])[CH2:2][CH2:3]2)=[N:4][C:5]([CH2:13][N:14]2[CH2:18][CH2:17][CH2:16][C:15]2=[O:19])=[C:6]([C:7]([O:9][CH2:10][CH3:11])=[O:8])[CH:12]=1. The catalyst class is: 2. (4) The catalyst class is: 5. Reactant: FC(F)(F)C(O)=O.[N:8]1([C:14]2[CH:19]=[C:18]([C:20]3[CH:25]=[CH:24][CH:23]=[C:22]([C:26]([F:29])([F:28])[F:27])[CH:21]=3)[N:17]=[C:16]([C:30]#[N:31])[N:15]=2)[CH2:13][CH2:12][NH:11][CH2:10][CH2:9]1.[C:32]([O:36][C:37]([CH3:40])([CH3:39])[CH3:38])(=[O:35])[CH:33]=[CH2:34].C(N(C(C)C)CC)(C)C.CN(C)C=O. Product: [C:37]([O:36][C:32]([CH2:33][CH2:34][N:11]1[CH2:10][CH2:9][N:8]([C:14]2[CH:19]=[C:18]([C:20]3[CH:25]=[CH:24][CH:23]=[C:22]([C:26]([F:27])([F:28])[F:29])[CH:21]=3)[N:17]=[C:16]([C:30]#[N:31])[N:15]=2)[CH2:13][CH2:12]1)=[O:35])([CH3:40])([CH3:39])[CH3:38]. (5) The catalyst class is: 10. Reactant: Br[CH2:2][C:3]([C:5]12[CH2:14][CH:9]3[CH2:10][CH:11]([CH2:13][CH:7]([CH2:8]3)[CH2:6]1)[CH2:12]2)=[O:4].[CH3:15][C:16]1[N:21]=[C:20]([SH:22])[CH:19]=[CH:18][CH:17]=1.C(N(CC)CC)C. Product: [C:5]12([C:3](=[O:4])[CH2:2][S:22][C:20]3[CH:19]=[CH:18][CH:17]=[C:16]([CH3:15])[N:21]=3)[CH2:14][CH:9]3[CH2:10][CH:11]([CH2:13][CH:7]([CH2:8]3)[CH2:6]1)[CH2:12]2. (6) Reactant: C[O-].[K+].C[O:5][C:6](=[O:20])[CH:7]([CH2:16][CH:17]([CH3:19])[CH3:18])[CH2:8][C:9]([O:11][C:12]([CH3:15])([CH3:14])[CH3:13])=[O:10]. Product: [C:12]([O:11][C:9](=[O:10])[CH2:8][CH:7]([CH2:16][CH:17]([CH3:18])[CH3:19])[C:6]([OH:20])=[O:5])([CH3:15])([CH3:14])[CH3:13]. The catalyst class is: 5. (7) Reactant: [Si]([O:8][CH2:9][C@H:10]([N:12]([CH2:25][C:26]1[CH:31]=[CH:30][CH:29]=[CH:28][C:27]=1[NH:32][C:33](=[O:46])[C:34]1[CH:39]=[CH:38][C:37]([N:40]2[CH2:44][CH2:43][CH2:42][CH2:41]2)=[CH:36][C:35]=1[Cl:45])[S:13]([C:16]1[CH:21]=[CH:20][C:19]([N+:22]([O-:24])=[O:23])=[CH:18][CH:17]=1)(=[O:15])=[O:14])[CH3:11])(C(C)(C)C)(C)C.[F-].C([N+](CCCC)(CCCC)CCCC)CCC.O. The catalyst class is: 7. Product: [Cl:45][C:35]1[CH:36]=[C:37]([N:40]2[CH2:44][CH2:43][CH2:42][CH2:41]2)[CH:38]=[CH:39][C:34]=1[C:33]([NH:32][C:27]1[CH:28]=[CH:29][CH:30]=[CH:31][C:26]=1[CH2:25][N:12]([C@H:10]([CH3:11])[CH2:9][OH:8])[S:13]([C:16]1[CH:17]=[CH:18][C:19]([N+:22]([O-:24])=[O:23])=[CH:20][CH:21]=1)(=[O:14])=[O:15])=[O:46]. (8) Reactant: [NH2:1][C:2]1[CH:10]=[CH:9][C:8]([OH:11])=[CH:7][C:3]=1[C:4]([OH:6])=O.[NH2:12][C:13](N)=[O:14].O. Product: [OH:11][C:8]1[CH:7]=[C:3]2[C:2](=[CH:10][CH:9]=1)[NH:1][C:13](=[O:14])[NH:12][C:4]2=[O:6]. The catalyst class is: 44. (9) Reactant: [F:1][C:2]1[CH:7]=[C:6]([F:8])[CH:5]=[CH:4][C:3]=1[C:9]1[CH:10]=[C:11]2[C:16](=[CH:17][CH:18]=1)[CH:15]=[C:14]([S:19]([O-:21])=[O:20])[CH:13]=[CH:12]2.[Na+].Br[C:24]1[CH:29]=[CH:28][CH:27]=[CH:26][C:25]=1[C@@H:30]([OH:32])[CH3:31].N. Product: [F:1][C:2]1[CH:7]=[C:6]([F:8])[CH:5]=[CH:4][C:3]=1[C:9]1[CH:10]=[C:11]2[C:16](=[CH:17][CH:18]=1)[CH:15]=[C:14]([S:19]([C:24]1[CH:29]=[CH:28][CH:27]=[CH:26][C:25]=1[C@@H:30]([OH:32])[CH3:31])(=[O:21])=[O:20])[CH:13]=[CH:12]2. The catalyst class is: 156.